Dataset: Forward reaction prediction with 1.9M reactions from USPTO patents (1976-2016). Task: Predict the product of the given reaction. (1) Given the reactants [NH2:1][C:2]1[S:3][CH:4]=[CH:5][N:6]=1.C([O:9][C:10](=O)[C:11]([F:14])([F:13])[F:12])C.Cl, predict the reaction product. The product is: [F:12][C:11]([F:14])([F:13])[C:10]([NH:1][C:2]1[S:3][CH:4]=[CH:5][N:6]=1)=[O:9]. (2) Given the reactants [CH2:1]1[C:5]2([CH2:10][CH2:9][N:8]([C:11]([O:13][C:14]([CH3:17])([CH3:16])[CH3:15])=[O:12])[CH2:7][CH2:6]2)[CH2:4][CH:3]([C:18]([O:20][CH2:21][CH3:22])=[O:19])[NH:2]1.[C@]12(CS(O)(=O)=O)C(C)(C)C(CC1)CC2=O, predict the reaction product. The product is: [CH2:1]1[C:5]2([CH2:6][CH2:7][N:8]([C:11]([O:13][C:14]([CH3:17])([CH3:16])[CH3:15])=[O:12])[CH2:9][CH2:10]2)[CH2:4][C@@H:3]([C:18]([O:20][CH2:21][CH3:22])=[O:19])[NH:2]1. (3) Given the reactants [OH-].[Na+].[CH2:3]([O:10][C:11]1[CH:16]=[CH:15][C:14]([N:17]([C:41]2[CH:46]=[CH:45][CH:44]=[CH:43][CH:42]=2)[C:18]([C:20]2[C:28]3[C:23](=[CH:24][CH:25]=[CH:26][CH:27]=3)[N:22]([C:29]3[CH:38]=[C:37]([O:39][CH3:40])[CH:36]=[CH:35][C:30]=3[C:31]([O:33]C)=[O:32])[CH:21]=2)=[O:19])=[CH:13][CH:12]=1)[C:4]1[CH:9]=[CH:8][CH:7]=[CH:6][CH:5]=1.Cl, predict the reaction product. The product is: [CH2:3]([O:10][C:11]1[CH:12]=[CH:13][C:14]([N:17]([C:41]2[CH:46]=[CH:45][CH:44]=[CH:43][CH:42]=2)[C:18]([C:20]2[C:28]3[C:23](=[CH:24][CH:25]=[CH:26][CH:27]=3)[N:22]([C:29]3[CH:38]=[C:37]([O:39][CH3:40])[CH:36]=[CH:35][C:30]=3[C:31]([OH:33])=[O:32])[CH:21]=2)=[O:19])=[CH:15][CH:16]=1)[C:4]1[CH:9]=[CH:8][CH:7]=[CH:6][CH:5]=1. (4) Given the reactants [CH:1]1([N:4]([CH:18]2[CH2:23][CH2:22][NH:21][CH2:20][CH2:19]2)[C:5](=[O:17])[C:6]2[CH:11]=[CH:10][C:9]([C:12]3[O:16][CH:15]=[N:14][CH:13]=3)=[CH:8][CH:7]=2)[CH2:3][CH2:2]1.Cl[C:25]1[CH:30]=[N:29][C:28]([CH3:31])=[CH:27][N:26]=1.C(=O)([O-])[O-].[Cs+].[Cs+].C(OCC)(=O)C, predict the reaction product. The product is: [CH:1]1([N:4]([CH:18]2[CH2:23][CH2:22][N:21]([C:25]3[CH:30]=[N:29][C:28]([CH3:31])=[CH:27][N:26]=3)[CH2:20][CH2:19]2)[C:5](=[O:17])[C:6]2[CH:7]=[CH:8][C:9]([C:12]3[O:16][CH:15]=[N:14][CH:13]=3)=[CH:10][CH:11]=2)[CH2:3][CH2:2]1. (5) Given the reactants I[C:2]1[CH:10]=[CH:9][C:8]([C:11]([NH2:13])=[O:12])=[C:7]2[C:3]=1[CH:4]=[C:5]([C:14]1[CH:19]=[CH:18][C:17]([CH3:20])=[CH:16][CH:15]=1)[NH:6]2.[Br-].[Cl:22][C:23]1[CH:30]=[CH:29][CH:28]=[C:27]([F:31])[C:24]=1[CH2:25][Zn+], predict the reaction product. The product is: [Cl:22][C:23]1[CH:30]=[CH:29][CH:28]=[C:27]([F:31])[C:24]=1[CH2:25][C:2]1[CH:10]=[CH:9][C:8]([C:11]([NH2:13])=[O:12])=[C:7]2[C:3]=1[CH:4]=[C:5]([C:14]1[CH:19]=[CH:18][C:17]([CH3:20])=[CH:16][CH:15]=1)[NH:6]2. (6) Given the reactants Br[C:2]1[CH:3]=[CH:4][C:5]2[N:6]([C:8]([CH2:18][N:19]3[CH2:24][CH2:23][O:22][CH2:21][CH2:20]3)=[C:9]([C:11]3[CH:16]=[CH:15][C:14]([Cl:17])=[CH:13][CH:12]=3)[N:10]=2)[CH:7]=1.[F:25][C:26]1[CH:31]=[CH:30][CH:29]=[CH:28][C:27]=1B(O)O.C([O-])([O-])=O.[Na+].[Na+].O1CCOCC1, predict the reaction product. The product is: [Cl:17][C:14]1[CH:15]=[CH:16][C:11]([C:9]2[N:10]=[C:5]3[CH:4]=[CH:3][C:2]([C:27]4[CH:28]=[CH:29][CH:30]=[CH:31][C:26]=4[F:25])=[CH:7][N:6]3[C:8]=2[CH2:18][N:19]2[CH2:24][CH2:23][O:22][CH2:21][CH2:20]2)=[CH:12][CH:13]=1. (7) Given the reactants [C:1]([C:5]1[CH:10]=[CH:9][N:8]=[CH:7][CH:6]=1)([CH3:4])([CH3:3])[CH3:2].[OH:11]O, predict the reaction product. The product is: [C:1]([C:5]1[CH:10]=[CH:9][N+:8]([O-:11])=[CH:7][CH:6]=1)([CH3:4])([CH3:3])[CH3:2]. (8) Given the reactants [Cl:1][C:2]1[CH:3]=[C:4]2[C:8](=[CH:9][CH:10]=1)[NH:7][C:6]([C:11]([OH:13])=O)=[CH:5]2.[NH2:14][C@@H:15]1[CH2:23][C:22]2[C:17](=[CH:18][CH:19]=[CH:20][CH:21]=2)[C@H:16]1[NH:24][S:25]([CH3:28])(=[O:27])=[O:26].CCN(C(C)C)C(C)C.C1C=CC2N(O)N=NC=2C=1.CCN=C=NCCCN(C)C, predict the reaction product. The product is: [Cl:1][C:2]1[CH:3]=[C:4]2[C:8](=[CH:9][CH:10]=1)[NH:7][C:6]([C:11]([NH:14][C@@H:15]1[CH2:23][C:22]3[C:17](=[CH:18][CH:19]=[CH:20][CH:21]=3)[C@H:16]1[NH:24][S:25]([CH3:28])(=[O:27])=[O:26])=[O:13])=[CH:5]2. (9) Given the reactants [CH2:1]([O:3][C:4](=[O:16])[C:5]1[CH:13]=[C:12]([CH2:14][OH:15])[CH:11]=[C:7]([C:8]([OH:10])=O)[CH:6]=1)[CH3:2].[CH3:17][NH:18][CH2:19][CH2:20][CH3:21].Cl.CN(C)CCCN=C=NCC.O.ON1C2C=CC=CC=2N=N1, predict the reaction product. The product is: [CH2:1]([O:3][C:4](=[O:16])[C:5]1[CH:13]=[C:12]([CH2:14][OH:15])[CH:11]=[C:7]([C:8]([N:18]([CH3:17])[CH2:19][CH2:20][CH3:21])=[O:10])[CH:6]=1)[CH3:2]. (10) The product is: [CH:44]1([CH:47]([C:54]2[CH:59]=[CH:58][CH:57]=[C:56]([CH2:60][O:16][C:13]3[CH:14]=[CH:15][C:10]([C:3]4[CH:4]=[C:5]([O:8][CH3:9])[CH:6]=[CH:7][C:2]=4[F:1])=[CH:11][C:12]=3[CH:17]([O:23][CH3:24])[CH2:18][C:19]([CH3:20])([CH3:21])[CH3:22])[CH:55]=2)[CH2:48][C:49]([O:51][CH2:52][CH3:53])=[O:50])[CH2:46][CH2:45]1. Given the reactants [F:1][C:2]1[CH:7]=[CH:6][C:5]([O:8][CH3:9])=[CH:4][C:3]=1[C:10]1[CH:15]=[CH:14][C:13]([OH:16])=[C:12]([CH:17]([O:23][CH3:24])[CH2:18][C:19]([CH3:22])([CH3:21])[CH3:20])[CH:11]=1.C1(P(C2C=CC=CC=2)C2C=CC=CC=2)C=CC=CC=1.[CH:44]1([CH:47]([C:54]2[CH:59]=[CH:58][CH:57]=[C:56]([CH2:60]O)[CH:55]=2)[CH2:48][C:49]([O:51][CH2:52][CH3:53])=[O:50])[CH2:46][CH2:45]1.N(C(OCC)=O)=NC(OCC)=O, predict the reaction product.